Dataset: Forward reaction prediction with 1.9M reactions from USPTO patents (1976-2016). Task: Predict the product of the given reaction. (1) Given the reactants [F:1][C:2]1[C:3]([OH:13])=[C:4]([C:9](=[O:12])[CH2:10][CH3:11])[CH:5]=[CH:6][C:7]=1[F:8].[C:14](=O)([O-])[O-].[K+].[K+].CI, predict the reaction product. The product is: [F:1][C:2]1[C:3]([O:13][CH3:14])=[C:4]([C:9](=[O:12])[CH2:10][CH3:11])[CH:5]=[CH:6][C:7]=1[F:8]. (2) Given the reactants O=S1(=O)CCN(CC[NH:10][C@:11]23[CH2:45][CH2:44][C@@H:43]([CH:46]([CH3:48])[CH3:47])[C@@H:12]2[C@@H:13]2[C@@:26]([CH3:29])([CH2:27][CH2:28]3)[C@@:25]3([CH3:30])[C@@H:16]([C@:17]4([CH3:42])[C@@H:22]([CH2:23][CH2:24]3)[C:21]([CH3:32])([CH3:31])[C@@H:20]([C:33]3[CH:41]=[CH:40][C:36]([C:37]([OH:39])=[O:38])=[CH:35][CH:34]=3)[CH2:19][CH2:18]4)[CH2:15][CH2:14]2)CC1.Cl[CH2:51][CH2:52][N:53]1[CH2:58][CH2:57][N:56]([S:59]([CH3:62])(=[O:61])=[O:60])[CH2:55][CH2:54]1, predict the reaction product. The product is: [CH:46]([C@H:43]1[C@@H:12]2[C@@H:13]3[C@@:26]([CH3:29])([CH2:27][CH2:28][C@@:11]2([NH:10][CH2:51][CH2:52][N:53]2[CH2:58][CH2:57][N:56]([S:59]([CH3:62])(=[O:61])=[O:60])[CH2:55][CH2:54]2)[CH2:45][CH2:44]1)[C@@:25]1([CH3:30])[C@@H:16]([C@:17]2([CH3:42])[C@@H:22]([CH2:23][CH2:24]1)[C:21]([CH3:32])([CH3:31])[C@@H:20]([C:33]1[CH:41]=[CH:40][C:36]([C:37]([OH:39])=[O:38])=[CH:35][CH:34]=1)[CH2:19][CH2:18]2)[CH2:15][CH2:14]3)([CH3:48])[CH3:47]. (3) Given the reactants [C:1](NCCCCCCN1C2N=CN(C)C=2C(=O)N(CCCC[C@H](O)C)C1=O)(=[O:15])[CH2:2][CH2:3][CH2:4][CH2:5][C@H:6]1[C@@H:14]2[C@@H:9]([NH:10][C:11]([NH:13]2)=[O:12])[CH2:8][S:7]1.[C:42]([O:45][C@H:46]([CH3:66])[CH2:47][CH2:48][CH2:49][CH2:50][N:51]1[C:60](=[O:61])[C:59]2[N:58]([CH3:62])[CH:57]=[N:56][C:55]=2[N:54]([CH2:63][CH2:64][NH2:65])[C:52]1=[O:53])(=[O:44])[CH3:43], predict the reaction product. The product is: [C:1]([NH:65][CH2:64][CH2:63][N:54]1[C:55]2[N:56]=[CH:57][N:58]([CH3:62])[C:59]=2[C:60](=[O:61])[N:51]([CH2:50][CH2:49][CH2:48][CH2:47][C@H:46]([OH:45])[CH3:66])[C:52]1=[O:53])(=[O:15])[CH2:2][CH2:3][CH2:4][CH2:5][C@H:6]1[C@@H:14]2[C@@H:9]([NH:10][C:11]([NH:13]2)=[O:12])[CH2:8][S:7]1.[C:42]([O:45][C@H:46]([CH3:66])[CH2:47][CH2:48][CH2:49][CH2:50][N:51]1[C:60](=[O:61])[C:59]2[N:58]([CH3:62])[CH:57]=[N:56][C:55]=2[N:54]([CH2:63][CH2:64][NH2:65])[C:52]1=[O:53])(=[O:44])[CH3:43]. (4) Given the reactants O.[NH2:2][NH2:3].[CH3:4][C:5]1[CH:10]=[C:9](F)[CH:8]=[CH:7][C:6]=1[N+:12]([O-:14])=[O:13], predict the reaction product. The product is: [CH3:4][C:5]1[CH:10]=[C:9]([NH:2][NH2:3])[CH:8]=[CH:7][C:6]=1[N+:12]([O-:14])=[O:13]. (5) Given the reactants [NH2:1][CH:2]([C:6]([OH:8])=[O:7])[CH:3]([CH3:5])[CH3:4].C(N(CC)CC)C.[CH2:16]([O:20][C:21]1[CH:26]=[CH:25][C:24]([S:27](Cl)(=[O:29])=[O:28])=[CH:23][CH:22]=1)[C:17]#[C:18][CH3:19], predict the reaction product. The product is: [CH2:16]([O:20][C:21]1[CH:26]=[CH:25][C:24]([S:27]([NH:1][CH:2]([CH:3]([CH3:5])[CH3:4])[C:6]([OH:8])=[O:7])(=[O:29])=[O:28])=[CH:23][CH:22]=1)[C:17]#[C:18][CH3:19].